This data is from Peptide-MHC class I binding affinity with 185,985 pairs from IEDB/IMGT. The task is: Regression. Given a peptide amino acid sequence and an MHC pseudo amino acid sequence, predict their binding affinity value. This is MHC class I binding data. (1) The peptide sequence is PERQRLLPA. The MHC is HLA-A01:01 with pseudo-sequence HLA-A01:01. The binding affinity (normalized) is 0. (2) The peptide sequence is YYQSGLSIVMP. The MHC is HLA-B07:02 with pseudo-sequence HLA-B07:02. The binding affinity (normalized) is 0. (3) The peptide sequence is LLMPILTLTR. The MHC is HLA-A31:01 with pseudo-sequence HLA-A31:01. The binding affinity (normalized) is 0.842. (4) The peptide sequence is GSVNVVYTF. The MHC is HLA-A68:02 with pseudo-sequence HLA-A68:02. The binding affinity (normalized) is 0.129. (5) The peptide sequence is HLDELTTTL. The MHC is HLA-B57:01 with pseudo-sequence HLA-B57:01. The binding affinity (normalized) is 0.213.